From a dataset of Forward reaction prediction with 1.9M reactions from USPTO patents (1976-2016). Predict the product of the given reaction. (1) Given the reactants [NH2:1][C:2]1[CH:3]=[C:4]2[C:9](=[CH:10][CH:11]=1)[C:8](O[Si](C)(C)C)([C:12]#[N:13])[CH2:7][CH2:6][CH2:5]2.NC1C=C2C(=CC=1)C(=O)CCC2.C1(C)C=CC(S(O)(=O)=O)=CC=1, predict the reaction product. The product is: [NH2:1][C:2]1[CH:3]=[C:4]2[C:9](=[CH:10][CH:11]=1)[C:8]([C:12]#[N:13])=[CH:7][CH2:6][CH2:5]2. (2) The product is: [CH3:34][O:35][C:36]1[CH:41]=[CH:40][C:39]([S:42]([NH:45][C:46]2[CH:47]=[CH:48][C:49]([C:52]3[CH:60]=[C:59]4[C:55]([CH2:56][N:57]([C@@H:62]([CH:67]([CH3:69])[CH3:68])[C:63]([OH:65])=[O:64])[C:58]4=[O:61])=[CH:54][CH:53]=3)=[CH:50][CH:51]=2)(=[O:44])=[O:43])=[CH:38][CH:37]=1. Given the reactants CC(C)[C@H](N1CC2C(=CC(C3C=CC(NS(C4C=CC=CC=4)(=O)=O)=CC=3)=CC=2)C1=O)C(O)=O.[CH3:34][O:35][C:36]1[CH:41]=[CH:40][C:39]([S:42]([NH:45][C:46]2[CH:51]=[CH:50][C:49]([C:52]3[CH:60]=[C:59]4[C:55]([CH2:56][N:57]([C@@H:62]([CH:67]([CH3:69])[CH3:68])[C:63]([O:65]C)=[O:64])[C:58]4=[O:61])=[CH:54][CH:53]=3)=[CH:48][CH:47]=2)(=[O:44])=[O:43])=[CH:38][CH:37]=1, predict the reaction product. (3) Given the reactants C(C1(COC2C(C3CC3)=CC(C(O)=O)=C(F)C=2)C2CC3CC(CC1C3)C2)#N.[CH:28]1([C:31]2[C:32]([O:41][CH2:42][CH:43]3[CH2:49][CH2:48][CH:47]4[CH:45]([C:46]4([F:51])[F:50])[CH2:44]3)=[CH:33][C:34]([F:40])=[C:35]([CH:39]=2)[C:36]([OH:38])=O)[CH2:30][CH2:29]1.CS(N)(=O)=O.[N:57]1([S:61]([NH2:64])(=[O:63])=[O:62])[CH2:60][CH2:59][CH2:58]1, predict the reaction product. The product is: [N:57]1([S:61]([NH:64][C:36](=[O:38])[C:35]2[CH:39]=[C:31]([CH:28]3[CH2:29][CH2:30]3)[C:32]([O:41][CH2:42][CH:43]3[CH2:49][CH2:48][CH:47]4[CH:45]([C:46]4([F:50])[F:51])[CH2:44]3)=[CH:33][C:34]=2[F:40])(=[O:63])=[O:62])[CH2:60][CH2:59][CH2:58]1. (4) Given the reactants [C:1]([C:3]1[CH:4]=[C:5]([C:19]([OH:21])=O)[C:6]2[CH:7]=[N:8][N:9]([C:12]3[CH:17]=[CH:16][C:15]([F:18])=[CH:14][CH:13]=3)[C:10]=2[CH:11]=1)#[N:2].C1CN([P+](ON2N=NC3C=CC=CC2=3)(N2CCCC2)N2CCCC2)CC1.F[P-](F)(F)(F)(F)F.C(N(CC)CC)C.[NH2:62][CH2:63][C:64]1[CH:69]=[CH:68][C:67]([S:70]([NH:73][CH:74]2[CH2:79][CH2:78][N:77]([CH3:80])[CH2:76][CH2:75]2)(=[O:72])=[O:71])=[CH:66][CH:65]=1, predict the reaction product. The product is: [CH3:80][N:77]1[CH2:76][CH2:75][CH:74]([NH:73][S:70]([C:67]2[CH:68]=[CH:69][C:64]([CH2:63][NH:62][C:19]([C:5]3[C:6]4[CH:7]=[N:8][N:9]([C:12]5[CH:17]=[CH:16][C:15]([F:18])=[CH:14][CH:13]=5)[C:10]=4[CH:11]=[C:3]([C:1]#[N:2])[CH:4]=3)=[O:21])=[CH:65][CH:66]=2)(=[O:72])=[O:71])[CH2:79][CH2:78]1. (5) The product is: [O:1]1[CH2:6][CH2:5][CH:4]([CH:7]([OH:8])[CH3:9])[CH2:3][CH2:2]1. Given the reactants [O:1]1[CH2:6][CH2:5][CH:4]([CH:7]=[O:8])[CH2:3][CH2:2]1.[CH3:9][Mg]Br, predict the reaction product. (6) The product is: [NH2:1][C:4]1[CH:12]=[CH:11][C:7]([C:8]([NH2:10])=[O:9])=[CH:6][C:5]=1[N:13]1[CH2:17][CH2:16][CH2:15][CH2:14]1. Given the reactants [N+:1]([C:4]1[CH:12]=[CH:11][C:7]([C:8]([NH2:10])=[O:9])=[CH:6][C:5]=1[N:13]1[CH2:17][CH2:16][CH2:15][CH2:14]1)([O-])=O, predict the reaction product. (7) Given the reactants [CH2:1]([CH:3]([C:6]1[C:11]2[N:12]([CH2:16][C:17]([O:19][CH2:20][CH3:21])=[O:18])[C:13](=[O:15])[NH:14][C:10]=2[CH:9]=[CH:8][CH:7]=1)[CH2:4][CH3:5])[CH3:2].N(C(C)(C)C#N)=NC(C)(C)C#N.[Cl:34]N1C(=O)CCC1=O, predict the reaction product. The product is: [Cl:34][C:9]1[C:10]2[NH:14][C:13](=[O:15])[N:12]([CH2:16][C:17]([O:19][CH2:20][CH3:21])=[O:18])[C:11]=2[C:6]([CH:3]([CH2:4][CH3:5])[CH2:1][CH3:2])=[CH:7][CH:8]=1. (8) Given the reactants [CH2:1]([NH:3][CH2:4][C:5]1[CH:10]=[CH:9][C:8]([CH2:11][N:12]2[CH2:17][CH2:16][N:15]([C:18]3[C:23]([C:24]([O:26][CH:27]([CH3:29])[CH3:28])=[O:25])=[CH:22][CH:21]=[CH:20][N:19]=3)[CH2:14][CH2:13]2)=[CH:7][CH:6]=1)[CH3:2].[CH:30]([C:32]1[CH:37]=[CH:36][C:35]([S:38]([N:41]([CH3:43])[CH3:42])(=[O:40])=[O:39])=[CH:34][CH:33]=1)=O.C(O)(=O)C.C([BH3-])#N.[Na+], predict the reaction product. The product is: [CH3:42][N:41]([CH3:43])[S:38]([C:35]1[CH:36]=[CH:37][C:32]([CH2:30][N:3]([CH2:4][C:5]2[CH:10]=[CH:9][C:8]([CH2:11][N:12]3[CH2:13][CH2:14][N:15]([C:18]4[C:23]([C:24]([O:26][CH:27]([CH3:28])[CH3:29])=[O:25])=[CH:22][CH:21]=[CH:20][N:19]=4)[CH2:16][CH2:17]3)=[CH:7][CH:6]=2)[CH2:1][CH3:2])=[CH:33][CH:34]=1)(=[O:40])=[O:39]. (9) Given the reactants [NH2:1][C:2]1[CH:25]=[CH:24][C:23]([N:26]2[CH2:31][CH2:30][CH2:29][CH2:28][CH2:27]2)=[CH:22][C:3]=1[C:4]([NH:6][C:7]1[NH:8][N:9]=[C:10]([C:12]2[CH:17]=[CH:16][CH:15]=[C:14]([C:18]([F:21])([F:20])[F:19])[CH:13]=2)[N:11]=1)=[O:5].N1C=CC=CC=1.[CH3:38][N:39]([CH2:51][CH2:52][N:53]1[CH2:58][CH2:57][O:56][CH2:55][CH2:54]1)[C:40]([C:42]1[CH:43]=[C:44]([CH:48]=[CH:49][CH:50]=1)[C:45](Cl)=[O:46])=[O:41], predict the reaction product. The product is: [CH3:38][N:39]([CH2:51][CH2:52][N:53]1[CH2:58][CH2:57][O:56][CH2:55][CH2:54]1)[C:40](=[O:41])[C:42]1[CH:50]=[CH:49][CH:48]=[C:44]([C:45]([NH:1][C:2]2[CH:25]=[CH:24][C:23]([N:26]3[CH2:31][CH2:30][CH2:29][CH2:28][CH2:27]3)=[CH:22][C:3]=2[C:4](=[O:5])[NH:6][C:7]2[NH:8][N:9]=[C:10]([C:12]3[CH:17]=[CH:16][CH:15]=[C:14]([C:18]([F:21])([F:19])[F:20])[CH:13]=3)[N:11]=2)=[O:46])[CH:43]=1.